This data is from Full USPTO retrosynthesis dataset with 1.9M reactions from patents (1976-2016). The task is: Predict the reactants needed to synthesize the given product. (1) Given the product [Cl:20][C:16]1[CH:17]=[CH:18][CH2:19][C:13]2[CH2:12][CH2:11][CH:10]([C:8](=[O:9])[C:7]([O:6][CH2:3][CH3:4])=[O:25])[C:21](=[O:22])[C:14]=2[CH:15]=1, predict the reactants needed to synthesize it. The reactants are: [Na].Cl.[C:3]([O:6][CH2:7][C:8]([CH:10]1[C:21](=[O:22])[C:14]2[CH:15]=[C:16]([Cl:20])[CH:17]=[CH:18][CH2:19][C:13]=2[CH2:12][CH2:11]1)=[O:9])(=O)[CH3:4].C([OH:25])C. (2) The reactants are: [I:1][C:2]1[C:6]([C:7]([O:9][CH2:10][CH3:11])=[O:8])=[CH:5][NH:4][N:3]=1.[O:12]1[CH:17]=[CH:16][CH2:15][CH2:14][CH2:13]1.O.C1(C)C=CC(S(O)(=O)=O)=CC=1. Given the product [I:1][C:2]1[C:6]([C:7]([O:9][CH2:10][CH3:11])=[O:8])=[CH:5][N:4]([CH:13]2[CH2:14][CH2:15][CH2:16][CH2:17][O:12]2)[N:3]=1, predict the reactants needed to synthesize it.